This data is from Peptide-MHC class I binding affinity with 185,985 pairs from IEDB/IMGT. The task is: Regression. Given a peptide amino acid sequence and an MHC pseudo amino acid sequence, predict their binding affinity value. This is MHC class I binding data. (1) The peptide sequence is ETQTGMHAH. The MHC is HLA-A30:01 with pseudo-sequence HLA-A30:01. The binding affinity (normalized) is 0.0847. (2) The peptide sequence is FANYKFTLV. The MHC is HLA-A68:02 with pseudo-sequence HLA-A68:02. The binding affinity (normalized) is 0.733. (3) The peptide sequence is KLRKPKHKK. The MHC is HLA-A03:01 with pseudo-sequence HLA-A03:01. The binding affinity (normalized) is 0.490.